From a dataset of TCR-epitope binding with 47,182 pairs between 192 epitopes and 23,139 TCRs. Binary Classification. Given a T-cell receptor sequence (or CDR3 region) and an epitope sequence, predict whether binding occurs between them. (1) The epitope is MPASWVMRI. The TCR CDR3 sequence is CASSTRVGLAGGPDTQYF. Result: 1 (the TCR binds to the epitope). (2) The epitope is LVLSVNPYV. The TCR CDR3 sequence is CASSPGQGQEQYF. Result: 0 (the TCR does not bind to the epitope). (3) The epitope is KLWAQCVQL. The TCR CDR3 sequence is CAGEDGFFYEQYF. Result: 1 (the TCR binds to the epitope). (4) The epitope is YYRRATRRIR. The TCR CDR3 sequence is CASRPGQGHHEQYF. Result: 0 (the TCR does not bind to the epitope).